From a dataset of Peptide-MHC class I binding affinity with 185,985 pairs from IEDB/IMGT. Regression. Given a peptide amino acid sequence and an MHC pseudo amino acid sequence, predict their binding affinity value. This is MHC class I binding data. (1) The peptide sequence is AFDLSFFLK. The MHC is HLA-A11:01 with pseudo-sequence HLA-A11:01. The binding affinity (normalized) is 0.0847. (2) The peptide sequence is LLLLISLVY. The MHC is HLA-A02:06 with pseudo-sequence HLA-A02:06. The binding affinity (normalized) is 0.0847. (3) The peptide sequence is EIKSLFNTI. The MHC is HLA-A26:02 with pseudo-sequence HLA-A26:02. The binding affinity (normalized) is 0.0847.